From a dataset of Catalyst prediction with 721,799 reactions and 888 catalyst types from USPTO. Predict which catalyst facilitates the given reaction. (1) Reactant: [Cl:1][C:2]1[CH:27]=[CH:26][C:5]([O:6][CH2:7][C:8]([N:10]2[CH2:15][C@H:14]([CH3:16])[N:13]([CH2:17][C:18]3[CH:23]=[CH:22][C:21]([F:24])=[CH:20][CH:19]=3)[CH2:12][C@H:11]2[CH3:25])=[O:9])=[C:4]([OH:28])[CH:3]=1.[CH3:29][O:30][C:31](=[O:40])[C:32]1[CH:37]=[CH:36][C:35]([CH2:38]Br)=[N:34][CH:33]=1.C(=O)([O-])[O-].[Cs+].[Cs+]. Product: [CH3:29][O:30][C:31](=[O:40])[C:32]1[CH:37]=[CH:36][C:35]([CH2:38][O:28][C:4]2[CH:3]=[C:2]([Cl:1])[CH:27]=[CH:26][C:5]=2[O:6][CH2:7][C:8]([N:10]2[CH2:15][C@H:14]([CH3:16])[N:13]([CH2:17][C:18]3[CH:23]=[CH:22][C:21]([F:24])=[CH:20][CH:19]=3)[CH2:12][C@H:11]2[CH3:25])=[O:9])=[N:34][CH:33]=1. The catalyst class is: 12. (2) Reactant: [NH2:1][C:2]1[N:21]=[C:20]2[CH:22]=[C:4]([C:5]3[CH:28]=[C:9]([C:10](=[O:27])[NH:11][C@H:12]([C:24]([OH:26])=O)[CH2:13][CH2:14][NH:15][C:16](=[O:23])[CH2:17][CH2:18][S:19]2)[C:8]([CH3:29])=[CH:7][C:6]=3[CH3:30])[N:3]=1.O[N:32]1[C:36]2C=CC=CC=2N=N1.CN.Cl.C(N=C=NCCCN(C)C)C.C(N(C(C)C)CC)(C)C. Product: [CH3:36][NH:32][C:24]([C@H:12]1[NH:11][C:10](=[O:27])[C:9]2=[CH:28][C:5](=[C:6]([CH3:30])[CH:7]=[C:8]2[CH3:29])[C:4]2=[CH:22][C:20](=[N:21][C:2]([NH2:1])=[N:3]2)[S:19][CH2:18][CH2:17][C:16](=[O:23])[NH:15][CH2:14][CH2:13]1)=[O:26]. The catalyst class is: 42. (3) Product: [NH2:1][C:2]1[CH:9]=[CH:8][CH:7]=[C:6]([Cl:10])[C:3]=1[CH:4]([CH:11]1[CH2:15][CH2:14][CH2:13][CH2:12]1)[OH:5]. The catalyst class is: 13. Reactant: [NH2:1][C:2]1[CH:9]=[CH:8][CH:7]=[C:6]([Cl:10])[C:3]=1[CH:4]=[O:5].[CH:11]1([Mg]Br)[CH2:15][CH2:14][CH2:13][CH2:12]1. (4) Reactant: [Br:1][C:2]1[C:11]2[C:6](=[CH:7][CH:8]=[CH:9][CH:10]=2)[C:5]([OH:12])=[CH:4][CH:3]=1.C(=O)([O-])[O-].[K+].[K+].Cl[CH2:20][CH2:21][N:22]1[CH2:27][CH2:26][CH2:25][CH2:24][CH2:23]1.O. Product: [Br:1][C:2]1[C:11]2[C:6](=[CH:7][CH:8]=[CH:9][CH:10]=2)[C:5]([O:12][CH2:20][CH2:21][N:22]2[CH2:27][CH2:26][CH2:25][CH2:24][CH2:23]2)=[CH:4][CH:3]=1. The catalyst class is: 9. (5) Reactant: [Cl:1][C:2]1[CH:3]=[C:4]([C@@H:12]([CH2:31][CH:32]2[CH2:36][CH2:35][CH2:34][CH2:33]2)[C:13]([NH:15][C:16]2[CH:20]=[CH:19][N:18]([CH2:21][C:22]3[CH:23]=[C:24]([CH:28]=[CH:29][CH:30]=3)[C:25](Cl)=[O:26])[N:17]=2)=[O:14])[CH:5]=[CH:6][C:7]=1[S:8]([CH3:11])(=[O:10])=[O:9].ClC1C=C([C@@H](CC2CCCC2)[C:49]([NH:51][C:52]2C=CN(CC3C=C(C=CC=3)C(N)=O)N=2)=O)C=CC=1S(C)(=O)=O.CNC.O. Product: [Cl:1][C:2]1[CH:3]=[C:4]([C@@H:12]([CH2:31][CH:32]2[CH2:36][CH2:35][CH2:34][CH2:33]2)[C:13]([NH:15][C:16]2[CH:20]=[CH:19][N:18]([CH2:21][C:22]3[CH:23]=[C:24]([CH:28]=[CH:29][CH:30]=3)[C:25]([N:51]([CH3:52])[CH3:49])=[O:26])[N:17]=2)=[O:14])[CH:5]=[CH:6][C:7]=1[S:8]([CH3:11])(=[O:10])=[O:9]. The catalyst class is: 2. (6) Reactant: [Cl:1]C(OC(Cl)C)=O.C([N:15]1[CH2:20][CH2:19][CH:18]([NH:21][C:22]2[S:23][CH:24]=[C:25](/[CH:27]=[CH:28]/[C:29]([O:31][CH2:32][CH3:33])=[O:30])[N:26]=2)[CH2:17][CH2:16]1)C1C=CC=CC=1. Product: [ClH:1].[ClH:1].[NH:15]1[CH2:16][CH2:17][CH:18]([NH:21][C:22]2[S:23][CH:24]=[C:25](/[CH:27]=[CH:28]/[C:29]([O:31][CH2:32][CH3:33])=[O:30])[N:26]=2)[CH2:19][CH2:20]1. The catalyst class is: 4.